From a dataset of Reaction yield outcomes from USPTO patents with 853,638 reactions. Predict the reaction yield, written as a fraction of the theoretical maximum amount of product (1.0 means a 100% yield; for example, 0.34 means a 34% yield). (1) The reactants are [NH2:1][C:2]1[S:6][C:5]2[CH2:7][CH2:8][CH2:9][CH2:10][C:4]=2[C:3]=1[C:11]([NH2:13])=[O:12].C(N(CC)CC)C.[Cl:21][CH2:22][CH2:23][C:24](Cl)=[O:25].Cl. The catalyst is C(Cl)Cl. The product is [Cl:21][CH2:22][CH2:23][C:24]([NH:1][C:2]1[S:6][C:5]2[CH2:7][CH2:8][CH2:9][CH2:10][C:4]=2[C:3]=1[C:11]([NH2:13])=[O:12])=[O:25]. The yield is 0.790. (2) The reactants are [NH2:1][C:2]1[CH:17]=[C:16]([N+:18]([O-:20])=[O:19])[CH:15]=[CH:14][C:3]=1[C:4]([NH:6][C:7]1[CH:12]=[CH:11][CH:10]=[CH:9][C:8]=1[Cl:13])=[O:5].[Cl:21][CH2:22][C:23](Cl)=O. The catalyst is C(O)(=O)C. The product is [Cl:21][CH2:22][C:23]1[N:6]([C:7]2[CH:12]=[CH:11][CH:10]=[CH:9][C:8]=2[Cl:13])[C:4](=[O:5])[C:3]2[C:2](=[CH:17][C:16]([N+:18]([O-:20])=[O:19])=[CH:15][CH:14]=2)[N:1]=1. The yield is 0.560. (3) The reactants are [Cl:1][C:2]1[N:10]=[CH:9][CH:8]=[CH:7][C:3]=1[C:4](Cl)=[O:5].[F:11][C:12]([F:23])([F:22])[C:13]1[CH:14]=[C:15]([CH:19]=[CH:20][CH:21]=1)[CH:16]=[N:17][NH2:18].CCN(CC)CC. The catalyst is C1COCC1. The product is [F:11][C:12]([F:22])([F:23])[C:13]1[CH:14]=[C:15]([CH:19]=[CH:20][CH:21]=1)[CH:16]=[N:17][NH:18][C:4]([C:3]1[C:2]([Cl:1])=[N:10][CH:9]=[CH:8][CH:7]=1)=[O:5]. The yield is 0.900. (4) The reactants are [CH:1]([NH:4][CH2:5][C:6]1[CH:13]=[CH:12][C:9]([C:10]#[N:11])=[CH:8][CH:7]=1)([CH3:3])[CH3:2].C(N(CC)CC)C.[C:21]([O:25][C:26](O[C:26]([O:25][C:21]([CH3:24])([CH3:23])[CH3:22])=[O:27])=[O:27])([CH3:24])([CH3:23])[CH3:22]. The catalyst is C(Cl)Cl. The product is [C:21]([O:25][C:26]([N:4]([CH2:5][C:6]1[CH:7]=[CH:8][C:9]([C:10]#[N:11])=[CH:12][CH:13]=1)[CH:1]([CH3:3])[CH3:2])=[O:27])([CH3:24])([CH3:23])[CH3:22]. The yield is 0.950. (5) The reactants are [C:1]([C:4]1[CH:11]=[CH:10][C:7]([C:8]#[N:9])=[CH:6][CH:5]=1)(=[O:3])[CH3:2].[OH-].[Na+].O.[CH:15](=O)[C:16]1[CH:21]=[CH:20][CH:19]=[CH:18][CH:17]=1. The catalyst is C(O)C. The product is [C:8]([C:7]1[CH:10]=[CH:11][C:4]([C:1](=[O:3])[CH:2]=[CH:15][C:16]2[CH:21]=[CH:20][CH:19]=[CH:18][CH:17]=2)=[CH:5][CH:6]=1)#[N:9]. The yield is 0.910. (6) The reactants are Cl.O.[NH:3]([C:5]1[CH:13]=[CH:12][C:8]([C:9]([OH:11])=[O:10])=[CH:7][CH:6]=1)[NH2:4].[CH:14]12[CH2:23][CH:18]3[CH2:19][CH:20]([CH2:22][CH:16]([CH2:17]3)[CH:15]1[NH:24][C:25](=[O:37])[C:26](=[CH:33]N(C)C)[C:27](=O)[C:28]([CH3:31])([CH3:30])[CH3:29])[CH2:21]2. The catalyst is CO. The product is [CH:16]12[CH2:22][CH:20]3[CH2:19][CH:18]([CH2:23][CH:14]([CH2:21]3)[CH:15]1[NH:24][C:25]([C:26]1[CH:33]=[N:4][N:3]([C:5]3[CH:6]=[CH:7][C:8]([C:9]([OH:11])=[O:10])=[CH:12][CH:13]=3)[C:27]=1[C:28]([CH3:31])([CH3:30])[CH3:29])=[O:37])[CH2:17]2. The yield is 0.730. (7) The reactants are [Cl:1][C:2]1[CH:7]=[C:6]([O:8][C:9]2[C:18]3[C:13](=[CH:14][C:15]([OH:21])=[C:16]([O:19][CH3:20])[CH:17]=3)[N:12]=[CH:11][N:10]=2)[CH:5]=[CH:4][C:3]=1[NH:22][C:23]([NH:25][CH2:26][CH2:27][CH3:28])=[O:24].C(=O)([O-])[O-].[K+].[K+].Cl.Cl[CH2:37][C:38]1[CH:43]=[CH:42][N:41]=[CH:40][CH:39]=1.O. The catalyst is CN(C)C=O. The product is [Cl:1][C:2]1[CH:7]=[C:6]([O:8][C:9]2[C:18]3[C:13](=[CH:14][C:15]([O:21][CH2:37][C:38]4[CH:43]=[CH:42][N:41]=[CH:40][CH:39]=4)=[C:16]([O:19][CH3:20])[CH:17]=3)[N:12]=[CH:11][N:10]=2)[CH:5]=[CH:4][C:3]=1[NH:22][C:23]([NH:25][CH2:26][CH2:27][CH3:28])=[O:24]. The yield is 0.660.